From a dataset of NCI-60 drug combinations with 297,098 pairs across 59 cell lines. Regression. Given two drug SMILES strings and cell line genomic features, predict the synergy score measuring deviation from expected non-interaction effect. (1) Drug 1: COC1=C(C=C2C(=C1)N=CN=C2NC3=CC(=C(C=C3)F)Cl)OCCCN4CCOCC4. Drug 2: C(CC(=O)O)C(=O)CN.Cl. Cell line: SF-295. Synergy scores: CSS=11.9, Synergy_ZIP=-4.76, Synergy_Bliss=-3.22, Synergy_Loewe=-2.12, Synergy_HSA=-1.57. (2) Synergy scores: CSS=33.5, Synergy_ZIP=0.415, Synergy_Bliss=-0.328, Synergy_Loewe=-18.9, Synergy_HSA=0.386. Cell line: SW-620. Drug 1: CC1=C(C(CCC1)(C)C)C=CC(=CC=CC(=CC(=O)O)C)C. Drug 2: CC1C(C(CC(O1)OC2CC(CC3=C2C(=C4C(=C3O)C(=O)C5=C(C4=O)C(=CC=C5)OC)O)(C(=O)CO)O)N)O.Cl. (3) Drug 1: CC1=C(C(CCC1)(C)C)C=CC(=CC=CC(=CC(=O)O)C)C. Drug 2: C1=NC2=C(N=C(N=C2N1C3C(C(C(O3)CO)O)F)Cl)N. Cell line: MDA-MB-231. Synergy scores: CSS=24.1, Synergy_ZIP=-7.63, Synergy_Bliss=-5.64, Synergy_Loewe=-68.0, Synergy_HSA=-4.98. (4) Drug 1: CCCS(=O)(=O)NC1=C(C(=C(C=C1)F)C(=O)C2=CNC3=C2C=C(C=N3)C4=CC=C(C=C4)Cl)F. Drug 2: CN1C2=C(C=C(C=C2)N(CCCl)CCCl)N=C1CCCC(=O)O.Cl. Cell line: BT-549. Synergy scores: CSS=3.57, Synergy_ZIP=-1.22, Synergy_Bliss=3.22, Synergy_Loewe=-1.21, Synergy_HSA=0.650. (5) Drug 1: CC1=C2C(C(=O)C3(C(CC4C(C3C(C(C2(C)C)(CC1OC(=O)C(C(C5=CC=CC=C5)NC(=O)C6=CC=CC=C6)O)O)OC(=O)C7=CC=CC=C7)(CO4)OC(=O)C)O)C)OC(=O)C. Drug 2: CC(C)NC(=O)C1=CC=C(C=C1)CNNC.Cl. Cell line: BT-549. Synergy scores: CSS=40.0, Synergy_ZIP=7.08, Synergy_Bliss=4.96, Synergy_Loewe=-41.4, Synergy_HSA=4.95.